Dataset: Forward reaction prediction with 1.9M reactions from USPTO patents (1976-2016). Task: Predict the product of the given reaction. (1) Given the reactants Cl.[CH:2]12[C:10](=[O:11])[CH:6]([CH2:7][NH:8][CH2:9]1)[CH2:5][O:4][CH2:3]2.C([O-])([O-])=O.[Na+].[Na+].Cl[C:19]([O:21][CH2:22][C:23]1[CH:28]=[CH:27][CH:26]=[CH:25][CH:24]=1)=[O:20], predict the reaction product. The product is: [CH2:22]([O:21][C:19]([N:8]1[CH2:7][CH:6]2[C:10](=[O:11])[CH:2]([CH2:3][O:4][CH2:5]2)[CH2:9]1)=[O:20])[C:23]1[CH:28]=[CH:27][CH:26]=[CH:25][CH:24]=1. (2) Given the reactants [C:1]([O:4][CH2:5][C:6]1[C:11](B2OC(C)(C)C(C)(C)O2)=[CH:10][C:9]([F:21])=[CH:8][C:7]=1[N:22]1[CH2:33][CH2:32][C:31]2[C:30]3[CH2:29][C:28]([CH3:35])([CH3:34])[CH2:27][C:26]=3[S:25][C:24]=2[C:23]1=[O:36])(=[O:3])[CH3:2].Br[C:38]1[N:39]=[C:40]([NH:46][C:47]2[CH:52]=[CH:51][C:50]([CH:53]3[CH2:56][N:55]([CH3:57])[CH2:54]3)=[CH:49][CH:48]=2)[C:41](=[O:45])[N:42]([CH3:44])[CH:43]=1.[O-]P([O-])([O-])=O.[K+].[K+].[K+].CC([O-])=O.[Na+], predict the reaction product. The product is: [C:1]([O:4][CH2:5][C:6]1[C:11]([C:38]2[N:39]=[C:40]([NH:46][C:47]3[CH:48]=[CH:49][C:50]([CH:53]4[CH2:54][N:55]([CH3:57])[CH2:56]4)=[CH:51][CH:52]=3)[C:41](=[O:45])[N:42]([CH3:44])[CH:43]=2)=[CH:10][C:9]([F:21])=[CH:8][C:7]=1[N:22]1[CH2:33][CH2:32][C:31]2[C:30]3[CH2:29][C:28]([CH3:35])([CH3:34])[CH2:27][C:26]=3[S:25][C:24]=2[C:23]1=[O:36])(=[O:3])[CH3:2]. (3) The product is: [C:5]([NH:4][CH2:3][CH2:2][NH:1][C:23]([C:22]1[CH:21]=[N:20][N:17]2[C:18]([CH3:19])=[C:13]([CH2:12][C:11]3[CH:27]=[CH:28][CH:29]=[C:9]([F:8])[CH:10]=3)[C:14]([CH3:26])=[N:15][C:16]=12)=[O:24])(=[O:7])[CH3:6]. Given the reactants [NH2:1][CH2:2][CH2:3][NH:4][C:5](=[O:7])[CH3:6].[F:8][C:9]1[CH:10]=[C:11]([CH:27]=[CH:28][CH:29]=1)[CH2:12][C:13]1[C:14]([CH3:26])=[N:15][C:16]2[N:17]([N:20]=[CH:21][C:22]=2[C:23](O)=[O:24])[C:18]=1[CH3:19], predict the reaction product. (4) Given the reactants [Br:1][C:2]1[CH:6]=[N:5][N:4]([CH3:7])[C:3]=1[C:8]1[CH:9]=[C:10]([NH2:18])[CH:11]=[CH:12][C:13]=1[O:14][CH:15]([CH3:17])[CH3:16].[Cl:19][C:20]1[CH:25]=[CH:24][C:23]([N:26]=[C:27]=[O:28])=[CH:22][CH:21]=1, predict the reaction product. The product is: [Br:1][C:2]1[CH:6]=[N:5][N:4]([CH3:7])[C:3]=1[C:8]1[CH:9]=[C:10]([NH:18][C:27]([NH:26][C:23]2[CH:24]=[CH:25][C:20]([Cl:19])=[CH:21][CH:22]=2)=[O:28])[CH:11]=[CH:12][C:13]=1[O:14][CH:15]([CH3:16])[CH3:17]. (5) Given the reactants [C:1]([C:3]1[CH:11]=[CH:10][C:6]([C:7](O)=O)=[CH:5][CH:4]=1)#[N:2].[CH3:12][N:13]([C:15]([NH2:17])=[S:16])[NH2:14].O=P(Cl)(Cl)Cl.C([O-])(O)=O.[Na+], predict the reaction product. The product is: [CH:3]1([N:17]=[C:15]2[S:16][C:7]([C:6]3[CH:10]=[CH:11][C:3]([C:1]#[N:2])=[CH:4][CH:5]=3)=[N:14][N:13]2[CH3:12])[CH2:11][CH2:10][CH2:6][CH2:5][CH2:4]1.